From a dataset of Forward reaction prediction with 1.9M reactions from USPTO patents (1976-2016). Predict the product of the given reaction. (1) Given the reactants [CH2:1]([N:3]([CH2:17][CH:18]1[CH2:22][CH2:21][CH2:20][O:19]1)[C:4]1[N:9]=[C:8]2[N:10]([CH3:14])[N:11]=[C:12]([CH3:13])[C:7]2=[CH:6][C:5]=1[CH:15]=[O:16])[CH3:2].FC(N(C(F)(F)F)CC1C=CC=CC=1)(F)F.C(O)(=O)C.C(O[BH-](OC(=O)C)OC(=O)C)(=O)C.[Na+], predict the reaction product. The product is: [CH2:1]([N:3]([CH2:17][C@@H:18]1[CH2:22][CH2:21][CH2:20][O:19]1)[C:4]1[N:9]=[C:8]2[N:10]([CH3:14])[N:11]=[C:12]([CH3:13])[C:7]2=[CH:6][C:5]=1[CH:15]=[O:16])[CH3:2]. (2) Given the reactants [CH2:1]([O:3][C:4](=[O:28])[NH:5][C:6]1[CH:11]=[CH:10][CH:9]=[C:8]([CH2:12][N:13]2[C:18](=[O:19])[CH:17]=[CH:16][C:15]([C:20]3[CH:25]=[CH:24][C:23]([C:26]#[N:27])=[CH:22][CH:21]=3)=[N:14]2)[CH:7]=1)[CH3:2].[N-:29]=[N+:30]=[N-:31].[Na+].[Cl-].C([NH+](CC)CC)C, predict the reaction product. The product is: [CH2:1]([O:3][C:4](=[O:28])[NH:5][C:6]1[CH:11]=[CH:10][CH:9]=[C:8]([CH2:12][N:13]2[C:18](=[O:19])[CH:17]=[CH:16][C:15]([C:20]3[CH:21]=[CH:22][C:23]([C:26]4[NH:31][N:30]=[N:29][N:27]=4)=[CH:24][CH:25]=3)=[N:14]2)[CH:7]=1)[CH3:2].